From a dataset of Full USPTO retrosynthesis dataset with 1.9M reactions from patents (1976-2016). Predict the reactants needed to synthesize the given product. (1) Given the product [Cl:1][C:2]1[CH:3]=[CH:4][C:5]([S:8]([N:11]2[CH:12]3[CH2:23][CH:22]([C:24]4([OH:26])[CH2:30][CH2:29]4)[CH2:21][CH:20]2[CH2:19][C:14]2([CH2:13]3)[O:15][CH2:16][CH2:17][O:18]2)(=[O:9])=[O:10])=[CH:6][CH:7]=1, predict the reactants needed to synthesize it. The reactants are: [Cl:1][C:2]1[CH:7]=[CH:6][C:5]([S:8]([N:11]2[CH:20]3[CH2:21][CH:22]([C:24]([O:26]CC)=O)[CH2:23][CH:12]2[CH2:13][C:14]2([CH2:19]3)[O:18][CH2:17][CH2:16][O:15]2)(=[O:10])=[O:9])=[CH:4][CH:3]=1.[CH3:29][CH2:30][Mg+].[Br-]. (2) Given the product [CH2:1]([O:8][C:9]1[C:10]([O:23][CH3:24])=[CH:11][C:12]([C:17]2[N:21]=[C:20]([CH3:22])[O:19][N:18]=2)=[C:13]([CH:14]([O:15][C:31](=[O:33])[CH3:32])[C:30](=[O:38])[NH:29][C:25]([CH3:28])([CH3:27])[CH3:26])[CH:16]=1)[C:2]1[CH:3]=[CH:4][CH:5]=[CH:6][CH:7]=1, predict the reactants needed to synthesize it. The reactants are: [CH2:1]([O:8][C:9]1[C:10]([O:23][CH3:24])=[CH:11][C:12]([C:17]2[N:21]=[C:20]([CH3:22])[O:19][N:18]=2)=[C:13]([CH:16]=1)[CH:14]=[O:15])[C:2]1[CH:7]=[CH:6][CH:5]=[CH:4][CH:3]=1.[C:25]([N+:29]#[C-:30])([CH3:28])([CH3:27])[CH3:26].[C:31](O)(=[O:33])[CH3:32].C(#N)C.[OH2:38]. (3) The reactants are: [CH3:1][O:2][C:3]1[CH:12]=[CH:11][C:10]([N+:13]([O-])=O)=[CH:9][C:4]=1[C:5]([O:7][CH3:8])=[O:6].CO. Given the product [CH3:1][O:2][C:3]1[CH:12]=[CH:11][C:10]([NH2:13])=[CH:9][C:4]=1[C:5]([O:7][CH3:8])=[O:6], predict the reactants needed to synthesize it. (4) Given the product [C:22]([C:19]1[N:18]=[CH:17][C:16]([CH2:15][N:13]2[CH:14]=[C:9]([C:6]3[CH:5]=[CH:4][C:3]([O:2][CH3:1])=[CH:8][CH:7]=3)[CH:10]=[CH:11][C:12]2=[O:28])=[CH:21][CH:20]=1)#[CH:23], predict the reactants needed to synthesize it. The reactants are: [CH3:1][O:2][C:3]1[CH:8]=[CH:7][C:6]([C:9]2[CH:10]=[CH:11][C:12](=[O:28])[N:13]([CH2:15][C:16]3[CH:17]=[N:18][C:19]([C:22]#[C:23][Si](C)(C)C)=[CH:20][CH:21]=3)[CH:14]=2)=[CH:5][CH:4]=1.[F-].C([N+](CCCC)(CCCC)CCCC)CCC.